Dataset: Full USPTO retrosynthesis dataset with 1.9M reactions from patents (1976-2016). Task: Predict the reactants needed to synthesize the given product. (1) Given the product [Cl:14][C:15]1[CH:20]=[CH:19][CH:18]=[CH:17][C:16]=1[CH2:21][C:22]1[S:24][CH:28]=[C:27]([C:26]2[S:34][C:32]([NH2:33])=[CH:31][CH:25]=2)[N:23]=1, predict the reactants needed to synthesize it. The reactants are: BrCC(C1C=CC([N+]([O-])=O)=CC=1)=O.[Cl:14][C:15]1[CH:20]=[CH:19][CH:18]=[CH:17][C:16]=1[CH2:21][C:22](=[S:24])[NH2:23].[C:25]1([CH2:31][C:32](=[S:34])[NH2:33])C=C[CH:28]=[CH:27][CH:26]=1. (2) The reactants are: [CH3:1][O:2][C@@H:3]([C@@H:33]([N:38]([CH3:46])[C:39](=[O:45])[C@H:40]([CH:42]([CH3:44])[CH3:43])[NH2:41])[C@@H:34]([CH3:37])[CH2:35][CH3:36])[CH2:4][C:5]([N:7]1[CH2:11][CH2:10][CH2:9][C@H:8]1[C@H:12]([O:31][CH3:32])[C@@H:13]([CH3:30])[C:14](=[O:29])[NH:15][C@H:16]([C:24]1[S:25][CH:26]=[CH:27][N:28]=1)[CH2:17][C:18]1[CH:23]=[CH:22][CH:21]=[CH:20][CH:19]=1)=[O:6].[C:47]([O:51][C:52]([N:54]1[CH2:58][CH2:57][C@:56]([F:62])([C:59](O)=[O:60])[CH2:55]1)=[O:53])([CH3:50])([CH3:49])[CH3:48].CN(C(ON1N=NC2C=CC=NC1=2)=[N+](C)C)C.F[P-](F)(F)(F)(F)F.C(N(C(C)C)CC)(C)C. Given the product [F:62][C@:56]1([C:59](=[O:60])[NH:41][C@@H:40]([CH:42]([CH3:44])[CH3:43])[C:39]([N:38]([C@@H:33]([C@@H:34]([CH3:37])[CH2:35][CH3:36])[C@H:3]([O:2][CH3:1])[CH2:4][C:5]([N:7]2[CH2:11][CH2:10][CH2:9][C@H:8]2[C@H:12]([O:31][CH3:32])[C@@H:13]([CH3:30])[C:14](=[O:29])[NH:15][C@H:16]([C:24]2[S:25][CH:26]=[CH:27][N:28]=2)[CH2:17][C:18]2[CH:19]=[CH:20][CH:21]=[CH:22][CH:23]=2)=[O:6])[CH3:46])=[O:45])[CH2:57][CH2:58][N:54]([C:52]([O:51][C:47]([CH3:48])([CH3:49])[CH3:50])=[O:53])[CH2:55]1, predict the reactants needed to synthesize it. (3) Given the product [CH2:1]([N:8]([CH2:21][C:22]1[CH:23]=[CH:24][C:25]([O:26][C:27]2[CH:28]=[CH:29][C:30]([O:31][CH2:32][C:33]([NH:48][C@H:47]([C:46]([OH:45])=[O:53])[CH2:49][C:50](=[O:52])[NH2:51])=[O:34])=[CH:36][CH:37]=2)=[CH:38][CH:39]=1)[C:9]1[CH:14]=[CH:13][CH:12]=[C:11]([NH:15][S:16]([CH3:19])(=[O:17])=[O:18])[C:10]=1[CH3:20])[C:2]1[CH:3]=[CH:4][CH:5]=[CH:6][CH:7]=1, predict the reactants needed to synthesize it. The reactants are: [CH2:1]([N:8]([CH2:21][C:22]1[CH:39]=[CH:38][C:25]([O:26][C:27]2[CH:37]=[CH:36][C:30]([O:31][CH2:32][C:33](O)=[O:34])=[CH:29][CH:28]=2)=[CH:24][CH:23]=1)[C:9]1[CH:14]=[CH:13][CH:12]=[C:11]([NH:15][S:16]([CH3:19])(=[O:18])=[O:17])[C:10]=1[CH3:20])[C:2]1[CH:7]=[CH:6][CH:5]=[CH:4][CH:3]=1.Cl.C([O:45][C:46](=[O:53])[C@H:47]([CH2:49][C:50](=[O:52])[NH2:51])[NH2:48])(C)(C)C. (4) Given the product [OH-:21].[CH2:5]([N+:6]1([CH3:12])[CH2:7][CH2:8][CH2:9][CH2:10][CH2:11]1)[CH2:4][CH2:3][CH2:2][N+:13]1([CH3:19])[CH2:14][CH2:15][CH2:16][CH2:17][CH2:18]1.[OH-:21], predict the reactants needed to synthesize it. The reactants are: [Br-].[CH2:2]([N+:13]1([CH3:19])[CH2:18][CH2:17][CH2:16][CH2:15][CH2:14]1)[CH2:3][CH2:4][CH2:5][N+:6]1([CH3:12])[CH2:11][CH2:10][CH2:9][CH2:8][CH2:7]1.[Br-].[OH-:21]. (5) Given the product [CH3:1][C:2]1[C:7]([CH3:8])=[C:6]([C@@H:9]([C:11]2[N:15]=[CH:14][NH:13][CH:12]=2)[CH3:10])[CH:5]=[CH:4][CH:3]=1, predict the reactants needed to synthesize it. The reactants are: [CH3:1][C:2]1[C:7]([CH3:8])=[C:6]([C@@H:9]([C:11]2[N:15]=[CH:14][NH:13][CH:12]=2)[CH3:10])[CH:5]=[CH:4][CH:3]=1.Cl.C(N(CCO)CCO)CO. (6) Given the product [Cl:9][CH:10]([C:13]1[NH:1][C:2]2=[N:3][CH:4]=[CH:5][CH:6]=[C:7]2[N:8]=1)[CH3:11], predict the reactants needed to synthesize it. The reactants are: [NH2:1][C:2]1[C:7]([NH2:8])=[CH:6][CH:5]=[CH:4][N:3]=1.[Cl:9][CH:10]([CH3:13])[C:11]#N. (7) The reactants are: [F:1][C:2]1[CH:3]=[C:4]([C@H:9]2[CH2:13][CH2:12][CH2:11][C@@H:10]2[OH:14])[CH:5]=[C:6]([F:8])[CH:7]=1.CC(OI1(OC(C)=O)(OC(C)=O)OC(=O)C2C=CC=CC1=2)=O. Given the product [F:1][C:2]1[CH:3]=[C:4]([CH:9]2[CH2:13][CH2:12][CH2:11][C:10]2=[O:14])[CH:5]=[C:6]([F:8])[CH:7]=1, predict the reactants needed to synthesize it.